Task: Predict the product of the given reaction.. Dataset: Forward reaction prediction with 1.9M reactions from USPTO patents (1976-2016) Given the reactants Cl.[NH:2]1[CH2:7][CH2:6][C:5]2([C:15]3[C:10](=[CH:11][CH:12]=[CH:13][CH:14]=3)[NH:9][C:8]2=[O:16])[CH2:4][CH2:3]1.Cl[C:18]1[C:23]([Cl:24])=[CH:22][CH:21]=[CH:20][N:19]=1.[C:25]([OH:31])([C:27]([F:30])([F:29])[F:28])=[O:26], predict the reaction product. The product is: [C:25]([OH:31])([C:27]([F:30])([F:29])[F:28])=[O:26].[Cl:24][C:23]1[C:18]([N:2]2[CH2:7][CH2:6][C:5]3([C:15]4[C:10](=[CH:11][CH:12]=[CH:13][CH:14]=4)[NH:9][C:8]3=[O:16])[CH2:4][CH2:3]2)=[N:19][CH:20]=[CH:21][CH:22]=1.